This data is from M1 muscarinic receptor antagonist screen with 61,756 compounds. The task is: Binary Classification. Given a drug SMILES string, predict its activity (active/inactive) in a high-throughput screening assay against a specified biological target. (1) The compound is S(=O)(=O)(N1CCOCC1)c1cc(c(O)cc1)C(OCC(=O)NCC1OCCC1)=O. The result is 0 (inactive). (2) The molecule is O(C(=O)C=1C(n2[nH]cnc2=NC1C)c1cccnc1)Cc1ccccc1. The result is 0 (inactive). (3) The molecule is S(=O)(=O)(N1C(CCC1)C(=O)NC1CCCC1)c1c2ncccc2ccc1. The result is 0 (inactive). (4) The molecule is O1c2c(OCC1)ccc(NC(=O)c1ocnc1C)c2. The result is 0 (inactive). (5) The result is 0 (inactive). The molecule is S(=O)(=O)(NCCc1nc(sc1)c1cccnc1)c1cc2OCCOc2cc1. (6) The compound is S(C(C)C(=O)Nc1[nH]ncn1)c1ccc(cc1)C. The result is 0 (inactive).